This data is from NCI-60 drug combinations with 297,098 pairs across 59 cell lines. The task is: Regression. Given two drug SMILES strings and cell line genomic features, predict the synergy score measuring deviation from expected non-interaction effect. (1) Drug 1: CNC(=O)C1=CC=CC=C1SC2=CC3=C(C=C2)C(=NN3)C=CC4=CC=CC=N4. Drug 2: CC12CCC(CC1=CCC3C2CCC4(C3CC=C4C5=CN=CC=C5)C)O. Cell line: UACC-257. Synergy scores: CSS=5.77, Synergy_ZIP=-0.822, Synergy_Bliss=3.05, Synergy_Loewe=1.69, Synergy_HSA=1.76. (2) Synergy scores: CSS=7.42, Synergy_ZIP=-1.54, Synergy_Bliss=0.820, Synergy_Loewe=-16.3, Synergy_HSA=-3.78. Cell line: MDA-MB-435. Drug 1: CC1OCC2C(O1)C(C(C(O2)OC3C4COC(=O)C4C(C5=CC6=C(C=C35)OCO6)C7=CC(=C(C(=C7)OC)O)OC)O)O. Drug 2: CN(C)N=NC1=C(NC=N1)C(=O)N. (3) Drug 1: CNC(=O)C1=CC=CC=C1SC2=CC3=C(C=C2)C(=NN3)C=CC4=CC=CC=N4. Drug 2: CC1C(C(CC(O1)OC2CC(CC3=C2C(=C4C(=C3O)C(=O)C5=C(C4=O)C(=CC=C5)OC)O)(C(=O)CO)O)N)O.Cl. Cell line: HT29. Synergy scores: CSS=33.3, Synergy_ZIP=-1.11, Synergy_Bliss=-2.69, Synergy_Loewe=-13.4, Synergy_HSA=-3.47. (4) Drug 1: C1=CN(C(=O)N=C1N)C2C(C(C(O2)CO)O)O.Cl. Drug 2: CCN(CC)CCCC(C)NC1=C2C=C(C=CC2=NC3=C1C=CC(=C3)Cl)OC. Cell line: ACHN. Synergy scores: CSS=59.8, Synergy_ZIP=-0.698, Synergy_Bliss=0.0287, Synergy_Loewe=-10.6, Synergy_HSA=1.85.